This data is from Full USPTO retrosynthesis dataset with 1.9M reactions from patents (1976-2016). The task is: Predict the reactants needed to synthesize the given product. (1) Given the product [CH3:7][CH2:6][CH2:5][CH2:10][CH2:9][CH3:8].[CH3:10][CH2:5][O:4][C:3]([CH3:13])=[O:11], predict the reactants needed to synthesize it. The reactants are: [H-].[Na+].[CH2:3]1[O:11][C:10]2[CH:9]=[CH:8][C:7](O)=[CH:6][C:5]=2[O:4]1.[CH:13]1C=CN(S(C2C=CSC=2CBr)(=O)=O)C=1. (2) Given the product [NH2:41][CH2:40][CH:27]1[CH2:28][CH2:29][CH2:30][N:25]([C:22]([C:21]2[CH:20]=[CH:19][C:4]([C:5]([NH:7][CH2:8][C:9]3[NH:13][C:12]4[CH:14]=[CH:15][C:16]([Cl:18])=[CH:17][C:11]=4[N:10]=3)=[O:6])=[CH:3][C:2]=2[Cl:1])=[O:23])[CH2:26]1, predict the reactants needed to synthesize it. The reactants are: [Cl:1][C:2]1[CH:3]=[C:4]([CH:19]=[CH:20][C:21]=1[C:22](O)=[O:23])[C:5]([NH:7][CH2:8][C:9]1[NH:13][C:12]2[CH:14]=[CH:15][C:16]([Cl:18])=[CH:17][C:11]=2[N:10]=1)=[O:6].[NH:25]1[CH2:30][CH2:29][CH2:28][CH:27](N(C)C(=O)OC(C)(C)C)[CH2:26]1.[CH3:40][N:41](C(ON1N=NC2C=CC=CC1=2)=[N+](C)C)C.[B-](F)(F)(F)F.FC(F)(F)C(O)=O. (3) Given the product [C:20]1([N:26]2[CH2:31][CH2:30][N:29]([CH2:14][CH2:13][CH2:12][C:11]3[N:7]([C:1]4[CH:6]=[CH:5][CH:4]=[CH:3][CH:2]=4)[N:8]=[C:9]([CH2:16][CH:17]([CH3:19])[CH3:18])[CH:10]=3)[CH2:28][CH2:27]2)[CH:25]=[CH:24][CH:23]=[CH:22][CH:21]=1, predict the reactants needed to synthesize it. The reactants are: [C:1]1([N:7]2[C:11]([CH2:12][CH2:13][CH:14]=O)=[CH:10][C:9]([CH2:16][CH:17]([CH3:19])[CH3:18])=[N:8]2)[CH:6]=[CH:5][CH:4]=[CH:3][CH:2]=1.[C:20]1([N:26]2[CH2:31][CH2:30][NH:29][CH2:28][CH2:27]2)[CH:25]=[CH:24][CH:23]=[CH:22][CH:21]=1.CCN(C(C)C)C(C)C.[BH-](OC(C)=O)(OC(C)=O)OC(C)=O.[Na+]. (4) Given the product [Cl:12][C:13]1[CH:14]=[C:15]([CH:16]=[CH:17][C:18]=1[F:19])[O:20][C:2]1[CH:9]=[CH:8][C:7]([CH:10]=[O:11])=[CH:6][C:3]=1[C:4]#[N:5], predict the reactants needed to synthesize it. The reactants are: F[C:2]1[CH:9]=[CH:8][C:7]([CH:10]=[O:11])=[CH:6][C:3]=1[C:4]#[N:5].[Cl:12][C:13]1[CH:14]=[C:15]([OH:20])[CH:16]=[CH:17][C:18]=1[F:19]. (5) The reactants are: [Cl:1][C:2]1[C:3]([CH2:10][NH2:11])=[N:4][C:5]([CH3:9])=[N:6][C:7]=1[CH3:8].[H-].[Na+].ClC1C(CNCC2C=CC(OC3C=CC4N(C([N+]([O-])=O)=CN=4)N=3)=CN=2)=NC(C)=NC=1C.Cl[CH2:46][C:47]1[CH:52]=[CH:51][C:50]([O:53][CH2:54][C:55]2[CH:60]=[CH:59][CH:58]=[CH:57][CH:56]=2)=[CH:49][N:48]=1. Given the product [CH2:54]([O:53][C:50]1[CH:51]=[CH:52][C:47]([CH2:46][NH:11][CH2:10][C:3]2[C:2]([Cl:1])=[C:7]([CH3:8])[N:6]=[C:5]([CH3:9])[N:4]=2)=[N:48][CH:49]=1)[C:55]1[CH:56]=[CH:57][CH:58]=[CH:59][CH:60]=1, predict the reactants needed to synthesize it. (6) Given the product [C:13]([O:16][C@H:17]([CH3:19])[CH2:18][O:11][C:7]([CH3:10])([CH3:9])[CH3:8])(=[O:15])[CH3:14], predict the reactants needed to synthesize it. The reactants are: C([O-])([O-])=O.[Na+].[Na+].[C:7]([O:11][K])([CH3:10])([CH3:9])[CH3:8].[C:13]([O:16][C:17]([CH3:19])=[CH2:18])(=[O:15])[CH3:14]. (7) Given the product [OH:25][C:22]([C:26]([F:27])([F:28])[F:29])([CH2:21][C:20]([C:16]1[CH:17]=[CH:18][CH:19]=[C:14]([CH:11]([CH3:13])[CH3:12])[C:15]=1[O:32][CH3:33])([CH3:31])[CH3:30])[CH:23]=[O:24], predict the reactants needed to synthesize it. The reactants are: C(Cl)(=O)C(Cl)=O.CS(C)=O.[CH:11]([C:14]1[C:15]([O:32][CH3:33])=[C:16]([C:20]([CH3:31])([CH3:30])[CH2:21][C:22]([C:26]([F:29])([F:28])[F:27])([OH:25])[CH2:23][OH:24])[CH:17]=[CH:18][CH:19]=1)([CH3:13])[CH3:12].C(N(CC)CC)C.